This data is from Forward reaction prediction with 1.9M reactions from USPTO patents (1976-2016). The task is: Predict the product of the given reaction. (1) Given the reactants Br[C:2]1[CH:3]=[CH:4][C:5]([C:8]([F:11])([F:10])[F:9])=[N:6][CH:7]=1.[OH:12][C:13]1[CH:18]=[CH:17][C:16](B(O)O)=[CH:15][CH:14]=1.C(=O)([O-])[O-].[Na+].[Na+], predict the reaction product. The product is: [F:9][C:8]([F:11])([F:10])[C:5]1[N:6]=[CH:7][C:2]([C:16]2[CH:17]=[CH:18][C:13]([OH:12])=[CH:14][CH:15]=2)=[CH:3][CH:4]=1. (2) Given the reactants [Si]([O:18][CH:19]1[CH2:22][N:21]([C:23]2[S:24][CH:25]=[C:26]([C:28](=[O:36])[NH:29][C:30]3[CH:35]=[CH:34][CH:33]=[CH:32][CH:31]=3)[N:27]=2)[CH2:20]1)(C(C)(C)C)(C1C=CC=CC=1)C1C=CC=CC=1.[F-].C([N+](CCCC)(CCCC)CCCC)CCC, predict the reaction product. The product is: [OH:18][CH:19]1[CH2:20][N:21]([C:23]2[S:24][CH:25]=[C:26]([C:28](=[O:36])[NH:29][C:30]3[CH:35]=[CH:34][CH:33]=[CH:32][CH:31]=3)[N:27]=2)[CH2:22]1. (3) Given the reactants [OH-].[Na+].C([O:7][C:8](=[O:29])[CH:9]([CH3:28])[CH2:10][C:11](=[O:27])[N:12]1[CH2:17][CH2:16][C:15]2[S:18][CH:19]=[CH:20][C:14]=2[CH:13]1[C:21]1[CH:26]=[CH:25][CH:24]=[CH:23][CH:22]=1)(C)(C)C, predict the reaction product. The product is: [CH3:28][CH:9]([CH2:10][C:11](=[O:27])[N:12]1[CH2:17][CH2:16][C:15]2[S:18][CH:19]=[CH:20][C:14]=2[CH:13]1[C:21]1[CH:22]=[CH:23][CH:24]=[CH:25][CH:26]=1)[C:8]([OH:29])=[O:7]. (4) The product is: [CH2:14]([CH:21]1[CH2:26][CH2:25][N:24]([CH2:2][C:3]([NH:5][C:6]2[CH:11]=[CH:10][C:9]([C:12]#[N:13])=[CH:8][CH:7]=2)=[O:4])[CH2:23][CH2:22]1)[C:15]1[CH:20]=[CH:19][CH:18]=[CH:17][CH:16]=1. Given the reactants Cl[CH2:2][C:3]([NH:5][C:6]1[CH:11]=[CH:10][C:9]([C:12]#[N:13])=[CH:8][CH:7]=1)=[O:4].[CH2:14]([CH:21]1[CH2:26][CH2:25][NH:24][CH2:23][CH2:22]1)[C:15]1[CH:20]=[CH:19][CH:18]=[CH:17][CH:16]=1, predict the reaction product. (5) Given the reactants [N+:1]([C:4]1[C:5]([CH:15]=O)=[N:6][N:7]([CH:9]2[CH2:14][CH2:13][CH2:12][CH2:11][O:10]2)[CH:8]=1)([O-:3])=[O:2].[C:17]([O:21][C:22]([N:24]1[CH2:29][CH2:28][N:27]([C:30]2[CH:35]=[C:34]([NH2:36])[C:33]([NH2:37])=[CH:32][C:31]=2[F:38])[CH2:26][CH2:25]1)=[O:23])([CH3:20])([CH3:19])[CH3:18], predict the reaction product. The product is: [C:17]([O:21][C:22]([N:24]1[CH2:25][CH2:26][N:27]([C:30]2[C:31]([F:38])=[CH:32][C:33]3[N:37]=[C:15]([C:5]4[C:4]([N+:1]([O-:3])=[O:2])=[CH:8][N:7]([CH:9]5[CH2:14][CH2:13][CH2:12][CH2:11][O:10]5)[N:6]=4)[NH:36][C:34]=3[CH:35]=2)[CH2:28][CH2:29]1)=[O:23])([CH3:20])([CH3:18])[CH3:19].